Task: Binary Classification. Given a drug SMILES string, predict its activity (active/inactive) in a high-throughput screening assay against a specified biological target.. Dataset: HIV replication inhibition screening data with 41,000+ compounds from the AIDS Antiviral Screen The drug is CC(C)(C)c1cc(C(C)(C)C)c2[n+]([O-])ssc1-2. The result is 0 (inactive).